From a dataset of Full USPTO retrosynthesis dataset with 1.9M reactions from patents (1976-2016). Predict the reactants needed to synthesize the given product. (1) Given the product [CH2:1]([O:8][CH2:9][CH2:10][O:11][CH2:12][C:13]1[CH:14]=[CH:15][C:16]([CH:19]2[CH:24]([O:25][CH2:26][C:27]3[CH:36]=[CH:35][C:34]4[C:29](=[CH:30][CH:31]=[CH:32][CH:33]=4)[CH:28]=3)[CH2:23][N:22]([C:37]([O:39][C:40]([CH3:41])([CH3:42])[CH3:43])=[O:38])[CH2:21][CH:20]2[CH2:44][O:45][CH2:49][CH2:48][O:47][CH3:46])=[CH:17][CH:18]=1)[C:2]1[CH:3]=[CH:4][CH:5]=[CH:6][CH:7]=1, predict the reactants needed to synthesize it. The reactants are: [CH2:1]([O:8][CH2:9][CH2:10][O:11][CH2:12][C:13]1[CH:18]=[CH:17][C:16]([CH:19]2[CH:24]([O:25][CH2:26][C:27]3[CH:36]=[CH:35][C:34]4[C:29](=[CH:30][CH:31]=[CH:32][CH:33]=4)[CH:28]=3)[CH2:23][N:22]([C:37]([O:39][C:40]([CH3:43])([CH3:42])[CH3:41])=[O:38])[CH2:21][CH:20]2[CH2:44][OH:45])=[CH:15][CH:14]=1)[C:2]1[CH:7]=[CH:6][CH:5]=[CH:4][CH:3]=1.[CH3:46][O:47][CH2:48][CH2:49]Br. (2) Given the product [CH3:15][O:14][CH2:13][O:12][C:4]1[C:5](=[O:11])[N:6]([CH2:8][O:9][CH3:10])[CH:7]=[C:2]([S:25][CH2:26][CH2:27][C:28]([O:30][CH3:31])=[O:29])[CH:3]=1, predict the reactants needed to synthesize it. The reactants are: Br[C:2]1[CH:3]=[C:4]([O:12][CH2:13][O:14][CH3:15])[C:5](=[O:11])[N:6]([CH2:8][O:9][CH3:10])[CH:7]=1.CCN(C(C)C)C(C)C.[SH:25][CH2:26][CH2:27][C:28]([O:30][CH3:31])=[O:29]. (3) Given the product [CH3:30][O:29][CH2:28][CH2:27][N:26]1[C:3]2[C:4]3[CH:5]=[CH:6][CH:7]=[CH:8][C:9]=3[CH2:10][C:2]=2[S:25]/[C:24]/1=[N:23]\[C:21]([C:15]12[CH2:16][CH:17]3[CH2:20][CH:13]([CH2:12][CH:19]1[CH2:18]3)[CH2:14]2)=[O:22], predict the reactants needed to synthesize it. The reactants are: Br[CH:2]1[CH2:10][C:9]2[C:4](=[CH:5][CH:6]=[CH:7][CH:8]=2)[C:3]1=O.[CH2:12]1[CH:19]2[C:15]3([C:21]([NH:23][C:24]([NH:26][CH2:27][CH2:28][O:29][CH3:30])=[S:25])=[O:22])[CH2:16][CH:17]([CH2:20][CH:13]1[CH2:14]3)[CH2:18]2. (4) The reactants are: [Cl:1][C:2]12[CH2:11][CH:6]3[CH2:7][CH:8]([CH2:10][CH:4]([CH:5]3[OH:12])[CH2:3]1)[CH2:9]2.CC(C)([O-])C.[K+].[Cl:19][C:20]1[C:21](F)=[CH:22][C:23]([F:29])=[C:24]([CH:28]=1)[C:25]([OH:27])=[O:26].Cl. Given the product [Cl:19][C:20]1[C:21]([O:12][CH:5]2[CH:4]3[CH2:10][CH:8]4[CH2:9][C:2]([Cl:1])([CH2:11][CH:6]2[CH2:7]4)[CH2:3]3)=[CH:22][C:23]([F:29])=[C:24]([CH:28]=1)[C:25]([OH:27])=[O:26], predict the reactants needed to synthesize it. (5) Given the product [C:26]1([C:2]2[CH:7]=[CH:6][CH:5]=[C:4]([C:2]3[CH:7]=[CH:6][CH:5]=[CH:4][CH:3]=3)[C:3]=2[C:9]2[N:13]3[C:14]4[CH:15]=[CH:16][CH:17]=[CH:18][C:19]=4[C:20]4[CH:21]=[CH:22][CH:23]=[CH:24][C:25]=4[C:12]3=[N:11][CH:10]=2)[CH:31]=[CH:30][CH:29]=[CH:28][CH:27]=1, predict the reactants needed to synthesize it. The reactants are: Cl[C:2]1[CH:7]=[CH:6][CH:5]=[C:4](Cl)[C:3]=1[C:9]1[N:13]2[C:14]3[CH:15]=[CH:16][CH:17]=[CH:18][C:19]=3[C:20]3[CH:21]=[CH:22][CH:23]=[CH:24][C:25]=3[C:12]2=[N:11][CH:10]=1.[CH:26]1(P([CH:26]2[CH2:31][CH2:30][CH2:29][CH2:28][CH2:27]2)C2C=CC=CC=2C2C(OC)=CC=CC=2OC)[CH2:31][CH2:30][CH2:29][CH2:28][CH2:27]1.[O-]P([O-])([O-])=O.[K+].[K+].[K+]. (6) Given the product [CH2:8]([O:7][CH2:6][CH2:5][CH2:4][C:3]([OH:17])=[O:2])[CH2:9][CH2:10][CH2:11][CH2:12][CH2:13][CH2:14][CH2:15][CH3:16], predict the reactants needed to synthesize it. The reactants are: C[O:2][CH:3]([O:17]C)[CH2:4][CH2:5][CH2:6][O:7][CH2:8][CH2:9][CH2:10][CH2:11][CH2:12][CH2:13][CH2:14][CH2:15][CH3:16].CC(C)=O.OS(O)(=O)=O.O=[Cr](=O)=O.C(O)(C)C.[OH-].[Na+].